Dataset: hERG Central: cardiac toxicity at 1µM, 10µM, and general inhibition. Task: Predict hERG channel inhibition at various concentrations. (1) The compound is CCN(CC(=O)NCCc1ccc(F)cc1)Cc1nc2ccccc2c(=O)[nH]1. Results: hERG_inhib (hERG inhibition (general)): blocker. (2) The compound is Cl.OC(CN1C2=NCCN2c2ccccc21)c1ccc2c(c1)OCO2. Results: hERG_inhib (hERG inhibition (general)): blocker. (3) The compound is OCCC1CN(Cc2cnc(-c3ccc(Cl)cc3)nc2)CCN1C1CCCC1. Results: hERG_inhib (hERG inhibition (general)): blocker. (4) The molecule is COc1ccc(C(=O)N/C(=C\c2cccs2)C(=O)N2CCN(C)CC2)cc1OC. Results: hERG_inhib (hERG inhibition (general)): blocker. (5) The compound is O=C(N/C(=C/C=C/c1ccccc1)C(=O)N1CCCCC1)c1ccc([N+](=O)[O-])cc1. Results: hERG_inhib (hERG inhibition (general)): blocker.